Binary Classification. Given a miRNA mature sequence and a target amino acid sequence, predict their likelihood of interaction. From a dataset of Experimentally validated miRNA-target interactions with 360,000+ pairs, plus equal number of negative samples. (1) The miRNA is hsa-miR-4668-3p with sequence GAAAAUCCUUUUUGUUUUUCCAG. Result: 0 (no interaction). The protein sequence of the target gene is MAENSLSDGGPADSVEAAKNASNTEKLTDQVMQNPQVLAALQERLDNVSHTPSSYIETLPKAVKRRINALKQLQVRCAHIEAKFYEEVHDLERKYAALYQPLFDKRREFITGDVEPTDAESAWHSENEEEDKLAGDMKNKVVIAEKEAATVEELNPKGIPEFWFTIFRNVDMLSELVQEYDEPILKHLQDIKVKFSDPGQPMSFVLEFHFEPNDYFTNPVLTKTYKMKSEPDKADPFSFEGPEIVDCDGCTIDWKKGKNVTVKTIKKKQKHKGRGTVRTITKQVPNESFFNFFSPLKASG.... (2) The miRNA is hsa-miR-1915-3p with sequence CCCCAGGGCGACGCGGCGGG. The protein sequence of the target gene is MARSPGDRCALLLLVQLLAVVCLDFGNGLHLEVFSPRNEGKPFPKHTHLVRQKRAWITAPVALREGEDLSRKNPIAKIHSDLAEEKGIKITYKYTGKGITEPPFGIFVFDRNTGELNITSILDREETPYFLLTGYALDSRGNNLEKPLELRIKVLDINDNEPVFTQEVFVGSIEELSAAHTLVMKITATDADDPETLNAKVSYRIVSQEPANSHMFYLNKDTGEIYTTSFTLDREEHSSYSLTVEARDGNGQITDKPVQQAQVQIRILDVNDNIPVVENKMYEGTVEENQVNVEVMRIKV.... Result: 0 (no interaction). (3) The miRNA is mmu-miR-542-5p with sequence CUCGGGGAUCAUCAUGUCACGA. Result: 0 (no interaction). The protein sequence of the target gene is MDSVSFEDVAVAFTQEEWALLDPSQKNLYRDVMQEIFRNLASVGNKSEDQNIQDDFKNPGRNLSSHVVERLFEIKEGSQYGETFSQDSNLNLNKKVSTGVKPCECSVCGKVFICHSALHRHILSHIGNKLFECEECPEKLYHCKQCGKAFISLTSVDRHMVTHTSNGPYKGPVYEKPFDFPSVFQMPQSTYTGEKTYKCKHCDKAFNYSSYLREHERTHTGEKPYACKKCGKSFTFSSSLRQHERSHTGEKPYECKECGKAFSRSTYLGIHERTHTGEKPYECIKCGKAFRCSRVLRVHE.... (4) The miRNA is mmu-miR-30e-5p with sequence UGUAAACAUCCUUGACUGGAAG. The protein sequence of the target gene is MGNLLKVLTCTDLEQGPNFFLDFENAQPTESEKEIYNQVNVVLKDAEGILEDLQSYRGAGHEIREAIQHPADEKLQEKAWGAVVPLVGKLKKFYEFSQRLEAALRGLLGALTSTPYSPTQHLEREQALAKQFAEILHFTLRFDELKMTNPAIQNDFSYYRRTLSRMRINNVPAEGENEVNNELANRMSLFYAEATPMLKTLSDATTKFVSENKNLPIENTTDCLSTMASVCRVMLETPEYRSRFTNEETVSFCLRVMVGVIILYDHVHPVGAFAKTSKIDMKGCIKVLKDQPPNSVEGLL.... Result: 1 (interaction). (5) The miRNA is hsa-miR-1281 with sequence UCGCCUCCUCCUCUCCC. The protein sequence of the target gene is MDPQPPPPAQGSPPHRGRGRGRGRGRGRGRGRGRGGAGAPRAPLPCPTCGRLFRFPYYLSRHRLSHSGLRPHACPLCPKAFRRPAHLSRHLRGHGPQPPLRCAACPRTFPEPAQLRRHLAQEHAGGEVELAIERVAKETAEPSWGPQDEGSEPPTTAAAGATEEEAVAAWPETWPAGEPSTLAAPTSAAEPRESESEEAEAGAAELRAELALAAGRQEEKQVLLQADWTLLCLRCREAFATKGELKAHPCLRPEGEQEGEGGPPPRPKRHQCSICLKAFARPWSLSRHRLVHSTDRPFVC.... Result: 0 (no interaction). (6) The miRNA is mmu-miR-324-3p with sequence CCACUGCCCCAGGUGCUGCU. Result: 1 (interaction). The protein sequence of the target gene is MGTAALGAELGVRVLLFVAFLVTELLPPFQRRIQPEELWLYRNPYVEAEYFPTGRMFVIAFLTPLSLIFLAKFLRKADATDSKQACLAASLALALNGVFTNIIKLIVGRPRPDFFYRCFPDGLAHSDLTCTGDEDVVNEGRKSFPSGHSSFAFAGLAFASFYLAGKLHCFTPQGRGKSWRLCAFLSPLLFAAVIALSRTCDYKHHWQDVLVGSMIGMTFAYVCYRQYYPPLTDVECHKPFQDKHKLPSSQKPSELHHLEI. (7) The miRNA is mmu-miR-16-5p with sequence UAGCAGCACGUAAAUAUUGGCG. The protein sequence of the target gene is MWGASRGRVAGPTLLGLLLALSVRSGGASKASAGLVTCGSVLKLLNTHHKVRLHSHDIKYGSGSGQQSVTGVEESDDANSYWRIRGGSEGGCPRGLPVRCGQAVRLTHVLTGKNLHTHHFPSPLSNNQEVSAFGEDGEGDDLDLWTVRCSGQHWEREASVRFQHVGTSVFLSVTGEQYGNPIRGQHEVHGMPSANAHNTWKAMEGIFIKPGADLSTGHDEL. Result: 0 (no interaction).